Predict the reactants needed to synthesize the given product. From a dataset of Full USPTO retrosynthesis dataset with 1.9M reactions from patents (1976-2016). (1) Given the product [Br:1][C:2]1[CH:7]=[CH:6][N:5]2[N:8]=[CH:9][C:10]([C:11]#[N:12])=[C:4]2[CH:3]=1, predict the reactants needed to synthesize it. The reactants are: [Br:1][C:2]1[CH:7]=[CH:6][N:5]2[N:8]=[CH:9][C:10](/[CH:11]=[N:12]/O)=[C:4]2[CH:3]=1. (2) Given the product [O:25]1[CH:26]=[CH:27][C:23]([C:29]2[C:30]([O:50][CH3:51])=[C:31]([C:36]([CH2:39][S:40]([C:43]3[CH:48]=[CH:47][CH:46]=[CH:45][C:44]=3[OH:49])(=[O:42])=[O:41])=[CH:37][CH:38]=2)[C:32]([O:34][CH3:35])=[O:33])=[CH:24]1, predict the reactants needed to synthesize it. The reactants are: C1(S(CC2C(C(OCC)=O)=C(O)C([C:23]3[CH:27]=[CH:26][O:25][CH:24]=3)=CC=2)(=O)=O)C=CC=CC=1.Br[C:29]1[C:30]([O:50][CH3:51])=[C:31]([C:36]([CH2:39][S:40]([C:43]2[CH:48]=[CH:47][CH:46]=[CH:45][C:44]=2[OH:49])(=[O:42])=[O:41])=[CH:37][CH:38]=1)[C:32]([O:34][CH3:35])=[O:33].